From a dataset of NCI-60 drug combinations with 297,098 pairs across 59 cell lines. Regression. Given two drug SMILES strings and cell line genomic features, predict the synergy score measuring deviation from expected non-interaction effect. Drug 1: C1=C(C(=O)NC(=O)N1)F. Drug 2: C1=NC2=C(N=C(N=C2N1C3C(C(C(O3)CO)O)F)Cl)N. Cell line: SK-MEL-28. Synergy scores: CSS=29.8, Synergy_ZIP=-6.05, Synergy_Bliss=-6.13, Synergy_Loewe=-1.07, Synergy_HSA=1.46.